This data is from Reaction yield outcomes from USPTO patents with 853,638 reactions. The task is: Predict the reaction yield, written as a fraction of the theoretical maximum amount of product (1.0 means a 100% yield; for example, 0.34 means a 34% yield). The reactants are [CH3:1][O:2][C:3]1[CH:4]=[C:5]2[C:10](=[CH:11][C:12]=1[O:13][CH3:14])[N:9]=[CH:8][N:7]=[C:6]2[O:15][C:16]1[CH:17]=[C:18]([CH:20]=[CH:21][CH:22]=1)[NH2:19].[C:23]([C:27]1[CH:31]=[C:30]([NH:32][C:33](=O)[O-:34])[N:29]([C:36]2[CH:41]=[CH:40][N:39]=[C:38]([CH3:42])[CH:37]=2)[N:28]=1)([CH3:26])([CH3:25])[CH3:24]. The catalyst is C1COCC1.CN(C1C=CN=CC=1)C. The product is [C:23]([C:27]1[CH:31]=[C:30]([NH:32][C:33]([NH:19][C:18]2[CH:20]=[CH:21][CH:22]=[C:16]([O:15][C:6]3[C:5]4[C:10](=[CH:11][C:12]([O:13][CH3:14])=[C:3]([O:2][CH3:1])[CH:4]=4)[N:9]=[CH:8][N:7]=3)[CH:17]=2)=[O:34])[N:29]([C:36]2[CH:41]=[CH:40][N:39]=[C:38]([CH3:42])[CH:37]=2)[N:28]=1)([CH3:26])([CH3:25])[CH3:24]. The yield is 0.390.